Dataset: Catalyst prediction with 721,799 reactions and 888 catalyst types from USPTO. Task: Predict which catalyst facilitates the given reaction. (1) Reactant: [CH2:1]([O:8][C:9]1[CH:21]=[C:20]2[C:12]([C:13]3[CH:14]=[CH:15][C:16]([NH2:22])=[CH:17][C:18]=3[NH:19]2)=[CH:11][CH:10]=1)[C:2]1[CH:7]=[CH:6][CH:5]=[CH:4][CH:3]=1.[CH2:23]=O.C[O-].[Na+].[BH4-].[Na+]. Product: [CH2:1]([O:8][C:9]1[CH:21]=[C:20]2[C:12]([C:13]3[CH:14]=[CH:15][C:16]([NH:22][CH3:23])=[CH:17][C:18]=3[NH:19]2)=[CH:11][CH:10]=1)[C:2]1[CH:3]=[CH:4][CH:5]=[CH:6][CH:7]=1. The catalyst class is: 5. (2) Reactant: [CH3:1][C:2]1[C:11]2[C:6](=[CH:7][CH:8]=[CH:9][CH:10]=2)[C:5]([C:12](Cl)=[O:13])=[CH:4][CH:3]=1.[Cl:15][C:16]1[CH:17]=[C:18]2[C:22](=[CH:23][CH:24]=1)[N:21]([CH2:25][CH2:26][N:27]1[CH2:32][CH2:31][O:30][CH2:29][CH2:28]1)[C:20]([CH3:33])=[CH:19]2.[Cl-].[Cl-].C([Al+2])C. Product: [Cl:15][C:16]1[CH:17]=[C:18]2[C:22](=[CH:23][CH:24]=1)[N:21]([CH2:25][CH2:26][N:27]1[CH2:28][CH2:29][O:30][CH2:31][CH2:32]1)[C:20]([CH3:33])=[C:19]2[C:12]([C:5]1[C:6]2[C:11](=[CH:10][CH:9]=[CH:8][CH:7]=2)[C:2]([CH3:1])=[CH:3][CH:4]=1)=[O:13]. The catalyst class is: 2. (3) Reactant: Br[C:2]1[N:6](C)[C:5]([C:8]2[CH:9]=[N:10][CH:11]=[CH:12][CH:13]=2)=[N:4][C:3]=1[C:14]1[CH:19]=[CH:18][CH:17]=[CH:16][CH:15]=1.[Li]CCCC. Product: [C:14]1([C:3]2[N:4]=[C:5]([C:8]3[CH:9]=[N:10][CH:11]=[CH:12][CH:13]=3)[NH:6][CH:2]=2)[CH:15]=[CH:16][CH:17]=[CH:18][CH:19]=1. The catalyst class is: 7. (4) Reactant: Cl.[NH2:2][CH2:3][CH2:4][CH:5]([C:9]1[CH:14]=[CH:13][CH:12]=[CH:11][CH:10]=1)[C:6]([OH:8])=[O:7].[CH3:15][Si]([Cl:19])(C)C. Product: [ClH:19].[NH2:2][CH2:3][CH2:4][CH:5]([C:9]1[CH:14]=[CH:13][CH:12]=[CH:11][CH:10]=1)[C:6]([O:8][CH3:15])=[O:7]. The catalyst class is: 5. (5) Reactant: [CH:1]1([CH2:7][NH:8][C:9](=[O:13])[O:10][CH2:11][CH3:12])[CH2:6][CH2:5][CH:4]=[CH:3][CH2:2]1.C=O.[C:16](=O)([O-])[O-:17].[K+].[K+].C(=O)([O-])[O-].[Cs+].[Cs+]. Product: [OH:17][CH2:16][N:8]([CH2:7][CH:1]1[CH2:6][CH2:5][CH:4]=[CH:3][CH2:2]1)[C:9](=[O:13])[O:10][CH2:11][CH3:12]. The catalyst class is: 1. (6) Reactant: [CH:1]([CH:3]=O)=[O:2].[CH3:5][NH:6][N:7]=[CH:8][C:9](=[O:11])[CH3:10]. Product: [OH:11][C:9]1[C:8]([C:1](=[O:2])[CH3:3])=[N:7][N:6]([CH3:5])[CH:10]=1. The catalyst class is: 6. (7) Reactant: Cl.[CH3:2][C:3]1[CH:18]=[CH:17][C:6]2[NH:7][C:8]3[CH:16]=[CH:15][CH:14]=[CH:13][C:9]=3[N:10]=[C:11]([NH2:12])[C:5]=2[CH:4]=1.[CH3:19][N:20]1[CH2:25][CH2:24]N[CH2:22][CH2:21]1.[CH:26](N(CC)C(C)C)(C)C.CS(C)=O. Product: [CH3:2][C:3]1[C:18]([CH3:26])=[CH:17][C:6]2[NH:7][C:8]3[CH:16]=[CH:15][CH:14]=[CH:13][C:9]=3[N:10]=[C:11]([N:12]3[CH2:24][CH2:25][N:20]([CH3:19])[CH2:21][CH2:22]3)[C:5]=2[CH:4]=1. The catalyst class is: 802.